Dataset: TCR-epitope binding with 47,182 pairs between 192 epitopes and 23,139 TCRs. Task: Binary Classification. Given a T-cell receptor sequence (or CDR3 region) and an epitope sequence, predict whether binding occurs between them. (1) The epitope is ILKEPVHGV. The TCR CDR3 sequence is CATSDSEDRVGAEAFF. Result: 0 (the TCR does not bind to the epitope). (2) The epitope is TVYDPLQPELDSFK. The TCR CDR3 sequence is CASSQGPGGMKEKLFF. Result: 0 (the TCR does not bind to the epitope). (3) The epitope is LLFNKVTLA. The TCR CDR3 sequence is CASRTAWGRTWSEAFF. Result: 0 (the TCR does not bind to the epitope). (4) The epitope is NLVPMVATV. The TCR CDR3 sequence is CSVMGTINEQFF. Result: 1 (the TCR binds to the epitope). (5) The epitope is TLIGDCATV. The TCR CDR3 sequence is CASSKERESSKQFF. Result: 1 (the TCR binds to the epitope). (6) The epitope is IVTDFSVIK. The TCR CDR3 sequence is CASSLVGGTDEKLFF. Result: 1 (the TCR binds to the epitope). (7) The epitope is LLQTGIHVRVSQPSL. The TCR CDR3 sequence is CASSAATSGSMINEQFF. Result: 1 (the TCR binds to the epitope).